Dataset: Full USPTO retrosynthesis dataset with 1.9M reactions from patents (1976-2016). Task: Predict the reactants needed to synthesize the given product. (1) Given the product [C:29]([C:20]1[CH:21]=[CH:22][C:23]([O:1][CH2:2][C:3]2[CH:4]=[CH:5][C:6]([S:9][C:10]3[CH:11]=[N:12][CH:13]=[C:14]([CH:17]=3)[C:15]#[N:16])=[CH:7][CH:8]=2)=[C:24]([CH2:25][CH2:26][CH3:27])[C:19]=1[OH:18])(=[O:31])[CH3:30], predict the reactants needed to synthesize it. The reactants are: [OH:1][CH2:2][C:3]1[CH:8]=[CH:7][C:6]([S:9][C:10]2[CH:11]=[N:12][CH:13]=[C:14]([CH:17]=2)[C:15]#[N:16])=[CH:5][CH:4]=1.[OH:18][C:19]1[C:24]([CH2:25][CH2:26][CH3:27])=[C:23](O)[CH:22]=[CH:21][C:20]=1[C:29](=[O:31])[CH3:30]. (2) Given the product [OH:31][CH2:30][CH2:29][S:28][CH2:27][CH2:26][NH:25][C:20]([C:18]1[CH:17]=[CH:16][C:13]2[N:14]([CH3:15])[C:10]([NH:9][C:7]3[S:8][C:4]4[CH:3]=[C:2]([Cl:1])[CH:24]=[CH:23][C:5]=4[N:6]=3)=[N:11][C:12]=2[CH:19]=1)=[O:21], predict the reactants needed to synthesize it. The reactants are: [Cl:1][C:2]1[CH:24]=[CH:23][C:5]2[N:6]=[C:7]([NH:9][C:10]3[N:14]([CH3:15])[C:13]4[CH:16]=[CH:17][C:18]([C:20](O)=[O:21])=[CH:19][C:12]=4[N:11]=3)[S:8][C:4]=2[CH:3]=1.[NH2:25][CH2:26][CH2:27][S:28][CH2:29][CH2:30][OH:31].CN(C(ON1N=NC2C=CC=CC1=2)=[N+](C)C)C.F[P-](F)(F)(F)(F)F.CCN(C(C)C)C(C)C. (3) Given the product [C:1]([C:4]1[S:8][C:7]([NH:9][S:22]([C:19]2[CH:18]=[CH:17][C:16]([O:15][C:14]3[CH:26]=[CH:27][CH:28]=[C:12]([Cl:11])[C:13]=3[C:29]#[N:30])=[CH:21][CH:20]=2)(=[O:23])=[O:24])=[N:6][C:5]=1[CH3:10])(=[O:3])[CH3:2], predict the reactants needed to synthesize it. The reactants are: [C:1]([C:4]1[S:8][C:7]([NH2:9])=[N:6][C:5]=1[CH3:10])(=[O:3])[CH3:2].[Cl:11][C:12]1[C:13]([C:29]#[N:30])=[C:14]([CH:26]=[CH:27][CH:28]=1)[O:15][C:16]1[CH:21]=[CH:20][C:19]([S:22](Cl)(=[O:24])=[O:23])=[CH:18][CH:17]=1. (4) Given the product [Cl:30][C:3]1[C:15]2[C:14]3[CH:13]=[CH:12][C:11]([C:16]([F:19])([F:18])[F:17])=[CH:10][C:9]=3[N:8]([CH3:20])[C:7]=2[C:6]([C:21]#[N:22])=[CH:5][N:4]=1, predict the reactants needed to synthesize it. The reactants are: CO[C:3]1[C:15]2[C:14]3[CH:13]=[CH:12][C:11]([C:16]([F:19])([F:18])[F:17])=[CH:10][C:9]=3[N:8]([CH3:20])[C:7]=2[C:6]([C:21]#[N:22])=[CH:5][N:4]=1.C([O-])(O)=O.[Na+].O=P(Cl)(Cl)[Cl:30]. (5) Given the product [CH2:22]([C:5]1([C:18]([F:20])([F:21])[F:19])[C:4]2[C:9](=[CH:10][CH:11]=[C:2]([Cl:1])[CH:3]=2)[NH:8][C:7](=[O:12])[N:6]1[CH2:13][C:14]([F:15])([F:17])[F:16])[CH:23]=[CH2:24], predict the reactants needed to synthesize it. The reactants are: [Cl:1][C:2]1[CH:3]=[C:4]2[C:9](=[CH:10][CH:11]=1)[NH:8][C:7](=[O:12])[N:6]([CH2:13][C:14]([F:17])([F:16])[F:15])[C:5]2([C:22]1C=CC=[CH:24][CH:23]=1)[C:18]([F:21])([F:20])[F:19].ClC1C=C2C(=CC=1)NC(=O)N(CC(F)(F)F)C2(O)C(F)(F)F.C([Mg]Br)C=C. (6) Given the product [Cl:1][C:2]1[C:7]([O:8][CH3:9])=[C:6]([O:12][CH3:11])[N:5]=[CH:4][N:3]=1, predict the reactants needed to synthesize it. The reactants are: [Cl:1][C:2]1[C:7]([O:8][CH3:9])=[C:6](Cl)[N:5]=[CH:4][N:3]=1.[CH3:11][O-:12].[Na+]. (7) Given the product [C:12]([C:13]1[CH:14]=[C:15]2[C:20](=[CH:21][CH:22]=1)[CH:19]([N:18]([CH:23]([CH3:24])[CH3:25])[CH3:17])[CH2:2][CH2:1][C:16]2([CH3:26])[CH3:27])#[CH:11], predict the reactants needed to synthesize it. The reactants are: [C:1](O)(=O)[C:2]1C=CC=CC=1.Br[C:11](Br)=[CH:12][C:13]1(C=O)[CH:22]=[CH:21][C:20]2[CH2:19][N:18]([CH:23]3[CH2:25][CH2:24]3)[CH2:17][C:16]([CH3:27])([CH3:26])[C:15]=2[CH2:14]1.FC1C=C(O)C=CC=1C(O)=O.C1(N2CC(C)(C)C3C(=CC=C(C=O)C=3)C2)CC1.[OH-].[Na+]. (8) Given the product [CH3:1][CH:2]1[CH2:7][CH2:6][CH2:5][CH2:4][CH:3]1[O:8][C:12]1[CH:13]=[CH:14][C:15]2[CH2:16][N:17]([C:23]([O:25][C:26]([CH3:29])([CH3:28])[CH3:27])=[O:24])[CH2:18][CH2:19][O:20][C:21]=2[N:22]=1, predict the reactants needed to synthesize it. The reactants are: [CH3:1][CH:2]1[CH2:7][CH2:6][CH2:5][CH2:4][CH:3]1[OH:8].[H-].[Na+].Cl[C:12]1[CH:13]=[CH:14][C:15]2[CH2:16][N:17]([C:23]([O:25][C:26]([CH3:29])([CH3:28])[CH3:27])=[O:24])[CH2:18][CH2:19][O:20][C:21]=2[N:22]=1.O. (9) Given the product [C:20]([CH2:22][CH:23]([O:30][Si:31]([C:44]([CH3:47])([CH3:46])[CH3:45])([C:38]1[CH:43]=[CH:42][CH:41]=[CH:40][CH:39]=1)[C:32]1[CH:33]=[CH:34][CH:35]=[CH:36][CH:37]=1)[CH2:24][C:25](=[O:26])[CH2:13][C:12]([O:15][C:16]([CH3:19])([CH3:18])[CH3:17])=[O:14])#[N:21], predict the reactants needed to synthesize it. The reactants are: C([Li])CCC.CCCCCC.[C:12]([O:15][C:16]([CH3:19])([CH3:18])[CH3:17])(=[O:14])[CH3:13].[C:20]([CH2:22][CH:23]([O:30][Si:31]([C:44]([CH3:47])([CH3:46])[CH3:45])([C:38]1[CH:43]=[CH:42][CH:41]=[CH:40][CH:39]=1)[C:32]1[CH:37]=[CH:36][CH:35]=[CH:34][CH:33]=1)[CH2:24][C:25](OCC)=[O:26])#[N:21].